From a dataset of Full USPTO retrosynthesis dataset with 1.9M reactions from patents (1976-2016). Predict the reactants needed to synthesize the given product. (1) Given the product [C:9]([O:13][C:14](=[O:26])[NH:15][C:16]1[CH:21]=[CH:20][CH:19]=[C:18]([CH2:22][CH:23]([Cl:1])[CH:24]=[O:25])[CH:17]=1)([CH3:12])([CH3:10])[CH3:11], predict the reactants needed to synthesize it. The reactants are: [Cl:1]N1C(=O)CCC1=O.[C:9]([O:13][C:14](=[O:26])[NH:15][C:16]1[CH:21]=[CH:20][CH:19]=[C:18]([CH2:22][CH2:23][CH:24]=[O:25])[CH:17]=1)([CH3:12])([CH3:11])[CH3:10].N1CCC[C@@H]1C(O)=O. (2) Given the product [Br:1][C:2]1[CH:7]=[CH:6][C:5]([O:8][CH3:9])=[CH:4][C:3]=1[S:10][C:11]1[NH:12][C:13]2[CH:18]=[CH:17][N:16]=[C:15]([NH2:19])[C:14]=2[N:20]=1, predict the reactants needed to synthesize it. The reactants are: [Br:1][C:2]1[CH:7]=[CH:6][C:5]([O:8][CH3:9])=[CH:4][C:3]=1[S:10][C:11]1[N:12](CC2C=CC(OC)=CC=2)[C:13]2[CH:18]=[CH:17][N:16]=[C:15]([NH2:19])[C:14]=2[N:20]=1. (3) The reactants are: [C:1]([O:5][C:6]([N:8]1[CH2:13][CH2:12][N:11]([C:14]2[CH:19]=[CH:18][C:17]([C:20]#[N:21])=[CH:16][N:15]=2)[CH2:10][CH2:9]1)=[O:7])([CH3:4])([CH3:3])[CH3:2].[CH3:22][Mg]Br.[Cl-].[NH4+]. Given the product [NH2:21][CH:20]([C:17]1[CH:18]=[CH:19][C:14]([N:11]2[CH2:12][CH2:13][N:8]([C:6]([O:5][C:1]([CH3:4])([CH3:2])[CH3:3])=[O:7])[CH2:9][CH2:10]2)=[N:15][CH:16]=1)[CH3:22], predict the reactants needed to synthesize it. (4) Given the product [CH3:9][CH:8]=[CH:7][C:1]1[CH:6]=[CH:5][CH:4]=[CH:3][CH:2]=1, predict the reactants needed to synthesize it. The reactants are: [C:1]1([CH:7](O)[CH2:8][CH3:9])[CH:6]=[CH:5][CH:4]=[CH:3][CH:2]=1.[H][H]. (5) Given the product [OH:24][CH2:23][CH2:25][NH:26][C:3]([C:5]1[S:9][C:8](/[CH:10]=[CH:11]/[C:12]2[C:13]([CH2:18][CH2:19][CH2:20][CH3:21])=[N:14][O:15][C:16]=2[CH3:17])=[N:7][C:6]=1[CH3:22])=[O:4], predict the reactants needed to synthesize it. The reactants are: CO[C:3]([C:5]1[S:9][C:8](/[CH:10]=[CH:11]/[C:12]2[C:13]([CH2:18][CH2:19][CH2:20][CH3:21])=[N:14][O:15][C:16]=2[CH3:17])=[N:7][C:6]=1[CH3:22])=[O:4].[CH2:23]([CH2:25][NH2:26])[OH:24].